From a dataset of Experimentally validated miRNA-target interactions with 360,000+ pairs, plus equal number of negative samples. Binary Classification. Given a miRNA mature sequence and a target amino acid sequence, predict their likelihood of interaction. The miRNA is hsa-miR-4751 with sequence AGAGGACCCGUAGCUGCUAGAAGG. The protein sequence of the target gene is MFQIPVENLDNIRKVRKKVKGILVDIGLDSCKELLKDLKGFDPGEKYFHNTSWGDVSLWEPSGKKVRYRTKPYCCGLCKYSTKVLTSFKNHLHRYHEDEIDQELVIPCPNCVFASQPKVVGRHFRMFHAPVRKVQNYTVNILGETKSSRSDVISFTCLKCNFSNTLYYSMKKHVLVAHFHYLINSYFGLRTEEMGEQPKTNDTVSIEKIPPPDKYYCKKCNANASSQDALMYHILTSDIHRDLENKLRSVISEHIKRTGLLKQTHIAPKPAAHLAAPANGSAPSAPAQPPCFHLALPQNS.... Result: 1 (interaction).